This data is from Reaction yield outcomes from USPTO patents with 853,638 reactions. The task is: Predict the reaction yield, written as a fraction of the theoretical maximum amount of product (1.0 means a 100% yield; for example, 0.34 means a 34% yield). (1) The reactants are [NH2:1][C@H:2]([C:4]([NH:6][CH:7]1[N:13]=[C:12]([C:14]2[CH:19]=[CH:18][CH:17]=[CH:16][CH:15]=2)[C:11]2[CH:20]=[CH:21][CH:22]=[CH:23][C:10]=2[N:9]([CH3:24])[C:8]1=[O:25])=[O:5])[CH3:3].[Cl:26][CH2:27][C:28](Cl)=[O:29]. The catalyst is C(Cl)Cl. The product is [Cl:26][CH2:27][C:28]([NH:1][C@H:2]([C:4]([NH:6][CH:7]1[N:13]=[C:12]([C:14]2[CH:19]=[CH:18][CH:17]=[CH:16][CH:15]=2)[C:11]2[CH:20]=[CH:21][CH:22]=[CH:23][C:10]=2[N:9]([CH3:24])[C:8]1=[O:25])=[O:5])[CH3:3])=[O:29]. The yield is 0.980. (2) The yield is 0.130. The reactants are [F:1][C:2]([F:23])([F:22])[C:3]1[CH:8]=[CH:7][C:6]([C:9]2[N:18]=[C:17]([C:19]([OH:21])=O)[C:16]3[C:11](=[CH:12][CH:13]=[CH:14][CH:15]=3)[N:10]=2)=[CH:5][CH:4]=1.Cl.[CH3:25][O:26][C:27]1[C:36]([O:37][CH3:38])=[CH:35][CH:34]=[C:33]2[C:28]=1[CH2:29][CH2:30][NH:31][CH2:32]2. The product is [F:23][C:2]([F:1])([F:22])[C:3]1[CH:4]=[CH:5][C:6]([C:9]2[N:18]=[C:17]([C:19]([N:31]3[CH2:30][CH2:29][C:28]4[C:33](=[CH:34][CH:35]=[C:36]([O:37][CH3:38])[C:27]=4[O:26][CH3:25])[CH2:32]3)=[O:21])[C:16]3[C:11](=[CH:12][CH:13]=[CH:14][CH:15]=3)[N:10]=2)=[CH:7][CH:8]=1. No catalyst specified. (3) The reactants are [Si]([O:8][C@@H:9]1[C:24]([CH3:26])([CH3:25])[C:23](=[O:27])[C@H:22]([CH3:28])[C@@H:21]([O:29][Si](C(C)(C)C)(C)C)[C@@H:20]([CH3:37])[CH2:19][CH2:18][CH2:17][CH:16]=[CH:15][CH2:14][C@@H:13](/[C:38](/[CH3:46])=[CH:39]/[C:40]2[N:41]=[C:42]([CH3:45])[S:43][CH:44]=2)[O:12][C:11](=[O:47])[CH2:10]1)(C(C)(C)C)(C)C. The catalyst is C1COCC1.C(Cl)Cl. The product is [CH3:45][C:42]1[S:43][CH:44]=[C:40](/[CH:39]=[C:38](/[C@H:13]2[O:12][C:11](=[O:47])[CH2:10][C@H:9]([OH:8])[C:24]([CH3:26])([CH3:25])[C:23](=[O:27])[C@H:22]([CH3:28])[C@@H:21]([OH:29])[C@@H:20]([CH3:37])[CH2:19][CH2:18][CH2:17][CH:16]=[CH:15][CH2:14]2)\[CH3:46])[N:41]=1. The yield is 0.810. (4) The reactants are [OH-].[Na+].[Br:3][C:4]1[CH:21]=[CH:20][C:7]([O:8][CH2:9][C:10]2[CH:19]=[CH:18][CH:17]=[CH:16][C:11]=2[C:12]([O:14]C)=[O:13])=[CH:6][CH:5]=1.[CH3:22]O. No catalyst specified. The product is [CH3:22][C:19]1[C:10]([CH2:9][O:8][C:7]2[CH:20]=[CH:21][C:4]([Br:3])=[CH:5][CH:6]=2)=[C:11]([CH:16]=[CH:17][CH:18]=1)[C:12]([OH:14])=[O:13]. The yield is 0.840. (5) The reactants are C1C=C(Cl)C=C(C(OO)=[O:9])C=1.[Cl:12][C:13]1[CH:18]=[CH:17][C:16]([C:19]2([C:22](=[O:31])[CH2:23][S:24][C:25]3[N:26]([CH3:30])[CH:27]=[CH:28][N:29]=3)[CH2:21][CH2:20]2)=[CH:15][CH:14]=1. The catalyst is C(Cl)Cl. The product is [Cl:12][C:13]1[CH:18]=[CH:17][C:16]([C:19]2([C:22](=[O:31])[CH2:23][S:24]([C:25]3[N:26]([CH3:30])[CH:27]=[CH:28][N:29]=3)=[O:9])[CH2:21][CH2:20]2)=[CH:15][CH:14]=1. The yield is 0.620. (6) The reactants are Cl[C:2]1[S:6][N:5]=[C:4]([CH2:7][N:8]2[C:16]3[C:11](=[C:12]([C:19]([F:22])([F:21])[F:20])[C:13]([C:17]#[N:18])=[CH:14][CH:15]=3)[CH:10]=[C:9]2[CH3:23])[N:3]=1.[F:24][C:25]([F:40])([F:39])[C:26]1[CH:27]=[C:28](B(O)O)[CH:29]=[C:30]([C:32]([F:35])([F:34])[F:33])[CH:31]=1.[F-].[Cs+]. The catalyst is COCCOC.C1C=CC(P(C2C=CC=CC=2)CCCCP(C2C=CC=CC=2)C2C=CC=CC=2)=CC=1.Cl[Pd]Cl. The product is [F:24][C:25]([F:39])([F:40])[C:26]1[CH:27]=[C:28]([C:2]2[S:6][N:5]=[C:4]([CH2:7][N:8]3[C:16]4[C:11](=[C:12]([C:19]([F:22])([F:21])[F:20])[C:13]([C:17]#[N:18])=[CH:14][CH:15]=4)[CH:10]=[C:9]3[CH3:23])[N:3]=2)[CH:29]=[C:30]([C:32]([F:33])([F:34])[F:35])[CH:31]=1. The yield is 0.400.